Dataset: Reaction yield outcomes from USPTO patents with 853,638 reactions. Task: Predict the reaction yield, written as a fraction of the theoretical maximum amount of product (1.0 means a 100% yield; for example, 0.34 means a 34% yield). (1) The reactants are C(O[C:4]([C:6]1[CH:7]=[N:8][C:9]2[N:10]([N:21]=[CH:22][C:23]=2[S:24]([OH:27])(=[O:26])=[O:25])[C:11]=1[NH:12][C:13]1[CH:18]=[C:17]([Cl:19])[CH:16]=[CH:15][C:14]=1[Cl:20])=[O:5])C.[F:28][C:29]1[CH:34]=[CH:33][C:32]([CH:35]2[CH2:40][CH2:39][NH:38][CH2:37][CH2:36]2)=[CH:31][CH:30]=1. No catalyst specified. The product is [Cl:20][C:14]1[CH:15]=[CH:16][C:17]([Cl:19])=[CH:18][C:13]=1[NH:12][C:11]1[N:10]2[N:21]=[CH:22][C:23]([S:24]([OH:27])(=[O:25])=[O:26])=[C:9]2[N:8]=[CH:7][C:6]=1[C:4]([N:38]1[CH2:39][CH2:40][CH:35]([C:32]2[CH:31]=[CH:30][C:29]([F:28])=[CH:34][CH:33]=2)[CH2:36][CH2:37]1)=[O:5]. The yield is 0.630. (2) The product is [CH3:1][N:2]([CH2:45][CH2:46][N:47]1[CH2:51][CH2:50][CH2:49][C@H:48]1[C:52]([OH:54])=[O:53])[C:3](=[O:44])[C:4]1[CH:9]=[CH:8][CH:7]=[C:6]([C:10](=[O:43])[NH:11][C:12]2[CH:17]=[CH:16][C:15]([N:18]3[CH2:23][CH2:22][CH2:21][CH2:20][CH2:19]3)=[CH:14][C:13]=2[C:24]2[CH:29]=[C:28]([C:30](=[O:42])[NH:31][C@@H:32]3[C:41]4[C:36](=[CH:37][CH:38]=[CH:39][CH:40]=4)[CH2:35][CH2:34][CH2:33]3)[CH:27]=[CH:26][N:25]=2)[CH:5]=1. No catalyst specified. The yield is 0.900. The reactants are [CH3:1][N:2]([CH2:45][CH2:46][N:47]1[CH2:51][CH2:50][CH2:49][C@H:48]1[C:52]([O:54]C(C)(C)C)=[O:53])[C:3](=[O:44])[C:4]1[CH:9]=[CH:8][CH:7]=[C:6]([C:10](=[O:43])[NH:11][C:12]2[CH:17]=[CH:16][C:15]([N:18]3[CH2:23][CH2:22][CH2:21][CH2:20][CH2:19]3)=[CH:14][C:13]=2[C:24]2[CH:29]=[C:28]([C:30](=[O:42])[NH:31][C@@H:32]3[C:41]4[C:36](=[CH:37][CH:38]=[CH:39][CH:40]=4)[CH2:35][CH2:34][CH2:33]3)[CH:27]=[CH:26][N:25]=2)[CH:5]=1.C(O)(C(F)(F)F)=O. (3) The reactants are [F:1][C:2]1[CH:3]=[CH:4][C:5]([NH:8][NH2:9])=[N:6][CH:7]=1.[C:10]([N:17]1[CH2:22][CH2:21][CH:20]([CH2:23][CH:24]=O)[CH2:19][CH2:18]1)([O:12][C:13]([CH3:16])([CH3:15])[CH3:14])=[O:11].C(OI(C1C=CC=CC=1)OC(=O)C)(=O)C.[OH-].[Na+]. The catalyst is CCO.C(Cl)Cl.CO. The product is [C:13]([O:12][C:10]([N:17]1[CH2:22][CH2:21][CH:20]([CH2:23][C:24]2[N:6]3[CH:7]=[C:2]([F:1])[CH:3]=[CH:4][C:5]3=[N:8][N:9]=2)[CH2:19][CH2:18]1)=[O:11])([CH3:16])([CH3:15])[CH3:14]. The yield is 0.900. (4) The reactants are [Cl:1][CH2:2][C:3]1[N:4]=[C:5]([CH:8]=[CH:9][C:10]2[CH:15]=[CH:14][C:13]([S:16][C:17]([F:20])([F:19])[F:18])=[CH:12][CH:11]=2)[O:6][CH:7]=1.ClC1C=C(C(OO)=[O:29])C=CC=1. The catalyst is ClCCl. The product is [Cl:1][CH2:2][C:3]1[N:4]=[C:5]([CH:8]=[CH:9][C:10]2[CH:11]=[CH:12][C:13]([S:16]([C:17]([F:20])([F:19])[F:18])=[O:29])=[CH:14][CH:15]=2)[O:6][CH:7]=1. The yield is 0.310. (5) The reactants are [Br:1][C:2]1[CH:10]=[C:9]2[C:5]([C:6]([CH2:11]N(C)C)=[CH:7][NH:8]2)=[CH:4][CH:3]=1.[C-]#N.[Na+].[CH3:18][N:19](C=O)C.Cl. The catalyst is O. The product is [Br:1][C:2]1[CH:10]=[C:9]2[C:5]([C:6]([CH2:11][C:18]#[N:19])=[CH:7][NH:8]2)=[CH:4][CH:3]=1. The yield is 0.790. (6) The reactants are Cl[C:2]1[CH:10]=[CH:9][C:5]([C:6]([OH:8])=[O:7])=[CH:4][N:3]=1.[CH2:11]([OH:18])[C:12]1[CH:17]=[CH:16][CH:15]=[CH:14][CH:13]=1.[OH-].[K+].Cl. The catalyst is O.CS(C)=O. The product is [CH2:11]([O:18][C:2]1[CH:10]=[CH:9][C:5]([C:6]([OH:8])=[O:7])=[CH:4][N:3]=1)[C:12]1[CH:17]=[CH:16][CH:15]=[CH:14][CH:13]=1. The yield is 0.750. (7) The reactants are [F:1][C:2]1[CH:3]=[C:4]([CH:8]=[CH:9][C:10]=1[CH3:11])[C:5]([OH:7])=[O:6].S(=O)(=O)(O)O.O.[CH3:18]O. No catalyst specified. The product is [F:1][C:2]1[CH:3]=[C:4]([CH:8]=[CH:9][C:10]=1[CH3:11])[C:5]([O:7][CH3:18])=[O:6]. The yield is 0.940. (8) The reactants are [NH2:1][C:2]1[C:9]([F:10])=[CH:8][C:5]([C:6]#N)=[C:4]([F:11])[C:3]=1[Br:12].C(O)=[O:14]. The catalyst is [Ni]. The product is [NH2:1][C:2]1[C:9]([F:10])=[CH:8][C:5]([CH:6]=[O:14])=[C:4]([F:11])[C:3]=1[Br:12]. The yield is 0.830.